Dataset: Forward reaction prediction with 1.9M reactions from USPTO patents (1976-2016). Task: Predict the product of the given reaction. (1) Given the reactants [CH2:1]([C@H:3]1[N:8](C(OC(C)(C)C)=O)[CH2:7][C@@H:6]([C:16]([NH:18][C:19]2[CH:24]=[CH:23][CH:22]=[CH:21][CH:20]=2)=[O:17])[O:5][CH2:4]1)[CH3:2].O1CCOCC1.[ClH:31], predict the reaction product. The product is: [ClH:31].[CH2:1]([C@H:3]1[NH:8][CH2:7][C@@H:6]([C:16]([NH:18][C:19]2[CH:24]=[CH:23][CH:22]=[CH:21][CH:20]=2)=[O:17])[O:5][CH2:4]1)[CH3:2]. (2) The product is: [C:1]([O:9][CH2:10][C@@:11]1([C:33]#[CH:34])[O:15][C@@H:14]([N:16]2[CH:24]=[C:22]([CH3:23])[C:20](=[O:21])[NH:19][C:17]2=[O:18])[CH2:13][C@H:12]1[OH:25])(=[O:8])[C:2]1[CH:3]=[CH:4][CH:5]=[CH:6][CH:7]=1. Given the reactants [C:1]([O:9][CH2:10][C@@:11]1([C:33]#[C:34][Si](C)(C)C)[O:15][C@@H:14]([N:16]2[CH:24]=[C:22]([CH3:23])[C:20](=[O:21])[NH:19][C:17]2=[O:18])[CH2:13][C@H:12]1[O:25][Si](C(C)(C)C)(C)C)(=[O:8])[C:2]1[CH:7]=[CH:6][CH:5]=[CH:4][CH:3]=1.N1C=CN=C1.CC([Si](Cl)(C1C=CC=CC=1)C1C=CC=CC=1)(C)C, predict the reaction product. (3) Given the reactants [H-].[Na+].[Cl:3][C:4]1[N:9]=[C:8]([NH:10][C@H:11]([C:13]2[CH:18]=[CH:17][CH:16]=[CH:15][CH:14]=2)[CH3:12])[CH:7]=[CH:6][N:5]=1.Cl[CH2:20][C:21]1[CH:26]=[CH:25][C:24]([O:27][CH3:28])=[CH:23][CH:22]=1.O, predict the reaction product. The product is: [Cl:3][C:4]1[N:9]=[C:8]([N:10]([CH2:20][C:21]2[CH:26]=[CH:25][C:24]([O:27][CH3:28])=[CH:23][CH:22]=2)[C@H:11]([C:13]2[CH:14]=[CH:15][CH:16]=[CH:17][CH:18]=2)[CH3:12])[CH:7]=[CH:6][N:5]=1. (4) Given the reactants [NH2:1][CH2:2][CH2:3][O:4][CH2:5][CH2:6][OH:7].[C:8](=O)([O:14]C(C)(C)C)[O:9][C:10]([CH3:13])([CH3:12])[CH3:11], predict the reaction product. The product is: [C:10]([O:9][C:8]([NH:1][CH2:2][CH2:3][O:4][CH2:5][CH2:6][OH:7])=[O:14])([CH3:13])([CH3:12])[CH3:11].